Dataset: Forward reaction prediction with 1.9M reactions from USPTO patents (1976-2016). Task: Predict the product of the given reaction. (1) Given the reactants [CH3:1][O:2][C:3]1[CH:10]=[CH:9][C:8]([F:11])=[C:7]([F:12])[C:4]=1[CH:5]=O.Cl.[NH2:14][OH:15].C([O-])(=O)C.[Na+], predict the reaction product. The product is: [CH3:1][O:2][C:3]1[CH:10]=[CH:9][C:8]([F:11])=[C:7]([F:12])[C:4]=1[CH:5]=[N:14][OH:15]. (2) Given the reactants [Br-].[CH2:2]([O:9][CH2:10][CH2:11][CH2:12][P+](C1C=CC=CC=1)(C1C=CC=CC=1)C1C=CC=CC=1)[C:3]1[CH:8]=[CH:7][CH:6]=[CH:5][CH:4]=1.C([Li])CCC.[O:37]1[CH2:42][CH2:41][CH:40]=[C:39]([CH:43]=O)[CH2:38]1, predict the reaction product. The product is: [C:3]1([CH2:2][O:9][CH2:10][CH2:11][CH:12]=[CH:43][C:39]2[CH2:38][O:37][CH2:42][CH2:41][CH:40]=2)[CH:4]=[CH:5][CH:6]=[CH:7][CH:8]=1.